From a dataset of Forward reaction prediction with 1.9M reactions from USPTO patents (1976-2016). Predict the product of the given reaction. (1) Given the reactants [CH3:1][C:2]1([CH3:17])[CH2:11][CH2:10][C:9]([CH3:13])([CH3:12])[C:8]2[CH:7]=[C:6]([C:14](O)=[O:15])[CH:5]=[CH:4][C:3]1=2.CN(C=O)C.[NH2:23][C:24]1[CH:33]=[CH:32][C:27]([C:28]([O:30][CH3:31])=[O:29])=[CH:26][CH:25]=1.O, predict the reaction product. The product is: [CH3:1][C:2]1([CH3:17])[CH2:11][CH2:10][C:9]([CH3:12])([CH3:13])[C:8]2[CH:7]=[C:6]([C:14]([NH:23][C:24]3[CH:25]=[CH:26][C:27]([C:28]([O:30][CH3:31])=[O:29])=[CH:32][CH:33]=3)=[O:15])[CH:5]=[CH:4][C:3]1=2. (2) Given the reactants [F:1][C:2]([F:29])([F:28])[C:3]1[CH:4]=[C:5]([C@H:9]([O:11][C:12](=[O:27])[NH:13][C:14]2[C:15]([CH3:26])=[N:16][O:17][C:18]=2[C:19]2[CH:24]=[CH:23][C:22](Br)=[CH:21][CH:20]=2)[CH3:10])[CH:6]=[CH:7][CH:8]=1.CC1(C)C(C)(C)OB([C:38]2[CH:43]=[CH:42][C:41]([C:44]3([C:47]([NH:49][S:50]([CH3:53])(=[O:52])=[O:51])=[O:48])[CH2:46][CH2:45]3)=[CH:40][CH:39]=2)O1, predict the reaction product. The product is: [F:1][C:2]([F:29])([F:28])[C:3]1[CH:4]=[C:5]([C@H:9]([O:11][C:12](=[O:27])[NH:13][C:14]2[C:15]([CH3:26])=[N:16][O:17][C:18]=2[C:19]2[CH:24]=[CH:23][C:22]([C:38]3[CH:39]=[CH:40][C:41]([C:44]4([C:47]([NH:49][S:50]([CH3:53])(=[O:52])=[O:51])=[O:48])[CH2:46][CH2:45]4)=[CH:42][CH:43]=3)=[CH:21][CH:20]=2)[CH3:10])[CH:6]=[CH:7][CH:8]=1. (3) Given the reactants [F:1][C:2]1[CH:7]=[CH:6][C:5]([C@:8]2([CH2:27][CH2:28][CH2:29][OH:30])[O:13][C:12](=[O:14])[N:11]([C@H:15]([C:17]3[CH:26]=[CH:25][C:20]([C:21](OC)=[O:22])=[CH:19][CH:18]=3)[CH3:16])[CH2:10][CH2:9]2)=[CH:4][CH:3]=1.[H-].[H-].[H-].[H-].[Li+].[Al+3], predict the reaction product. The product is: [F:1][C:2]1[CH:7]=[CH:6][C:5]([C@:8]2([CH2:27][CH2:28][CH2:29][OH:30])[O:13][C:12](=[O:14])[N:11]([C@H:15]([C:17]3[CH:18]=[CH:19][C:20]([CH2:21][OH:22])=[CH:25][CH:26]=3)[CH3:16])[CH2:10][CH2:9]2)=[CH:4][CH:3]=1. (4) Given the reactants [Cl:1][C:2]1[CH:3]=[C:4]([O:15][CH2:16][C:17]2[C:22]([F:23])=[CH:21][CH:20]=[CH:19][C:18]=2[F:24])[C:5]2[N:6]([C:8]([C:12](O)=[O:13])=[C:9]([CH3:11])[N:10]=2)[CH:7]=1.[NH2:25][C@H:26]([CH2:29][CH2:30][CH2:31][OH:32])[CH2:27][OH:28].C(N(C(C)C)CC)(C)C.CN(C(ON1N=NC2C=CC=NC1=2)=[N+](C)C)C.F[P-](F)(F)(F)(F)F, predict the reaction product. The product is: [Cl:1][C:2]1[CH:3]=[C:4]([O:15][CH2:16][C:17]2[C:22]([F:23])=[CH:21][CH:20]=[CH:19][C:18]=2[F:24])[C:5]2[N:6]([C:8]([C:12]([NH:25][C@H:26]([CH2:29][CH2:30][CH2:31][OH:32])[CH2:27][OH:28])=[O:13])=[C:9]([CH3:11])[N:10]=2)[CH:7]=1. (5) The product is: [O:33]1[C:32]2[CH:36]=[CH:37][C:29]([CH2:28][NH:20][CH2:19][CH2:18][CH2:17][N:6]([C:7]3[S:11][N:10]=[C:9]([N:12]4[CH:16]=[CH:15][N:14]=[CH:13]4)[N:8]=3)[CH2:5][C:4]([NH2:39])=[O:3])=[CH:30][C:31]=2[O:35][CH2:34]1. Given the reactants C([O:3][C:4](=O)[CH2:5][N:6]([CH2:17][CH2:18][CH2:19][N:20]([CH2:28][C:29]1[CH:37]=[CH:36][C:32]2[O:33][CH2:34][O:35][C:31]=2[CH:30]=1)C(OC(C)(C)C)=O)[C:7]1[S:11][N:10]=[C:9]([N:12]2[CH:16]=[CH:15][N:14]=[CH:13]2)[N:8]=1)C.[NH3:39], predict the reaction product. (6) Given the reactants [OH:1][C:2]1[CH:34]=[CH:33][C:5]([O:6][C:7]2[N:12]=[C:11]([CH3:13])[C:10]([CH2:14][N:15]3[CH2:20][CH2:19][CH:18]([N:21]4[C@H:25]([C:26]5[CH:31]=[CH:30][CH:29]=[CH:28][CH:27]=5)[CH2:24][O:23][C:22]4=[O:32])[CH2:17][CH2:16]3)=[CH:9][CH:8]=2)=[CH:4][CH:3]=1.[C:35](Cl)(=[O:37])[CH3:36], predict the reaction product. The product is: [CH3:13][C:11]1[N:12]=[C:7]([O:6][C:5]2[CH:4]=[CH:3][C:2]([O:1][C:35](=[O:37])[CH3:36])=[CH:34][CH:33]=2)[CH:8]=[CH:9][C:10]=1[CH2:14][N:15]1[CH2:16][CH2:17][CH:18]([N:21]2[C@H:25]([C:26]3[CH:27]=[CH:28][CH:29]=[CH:30][CH:31]=3)[CH2:24][O:23][C:22]2=[O:32])[CH2:19][CH2:20]1.